This data is from Catalyst prediction with 721,799 reactions and 888 catalyst types from USPTO. The task is: Predict which catalyst facilitates the given reaction. Reactant: Cl.[CH2:2]([N:5]1[C@H:10]([CH3:11])[CH2:9][N:8]([C@H:12]([C:20]2[CH:32]=[CH:31][C:23]([C:24]([N:26]([CH2:29][CH3:30])[CH2:27][CH3:28])=[O:25])=[CH:22][CH:21]=2)[C:13]2[CH:18]=[CH:17][CH:16]=[C:15]([OH:19])[CH:14]=2)[C@@H:7]([CH3:33])[CH2:6]1)[CH:3]=[CH2:4].C(N(CC)CC)C.[N-]([S:42]([C:45]([F:48])([F:47])[F:46])(=[O:44])=[O:43])[S:42]([C:45]([F:48])([F:47])[F:46])(=[O:44])=[O:43]. Product: [CH2:2]([N:5]1[C@H:10]([CH3:11])[CH2:9][N:8]([C@H:12]([C:20]2[CH:21]=[CH:22][C:23]([C:24]([N:26]([CH2:27][CH3:28])[CH2:29][CH3:30])=[O:25])=[CH:31][CH:32]=2)[C:13]2[CH:18]=[CH:17][CH:16]=[C:15]([O:19][S:42]([C:45]([F:48])([F:47])[F:46])(=[O:44])=[O:43])[CH:14]=2)[C@@H:7]([CH3:33])[CH2:6]1)[CH:3]=[CH2:4]. The catalyst class is: 2.